Task: Predict the product of the given reaction.. Dataset: Forward reaction prediction with 1.9M reactions from USPTO patents (1976-2016) (1) The product is: [CH3:32][O:31][C:28]1[CH:29]=[CH:30][C:25]([C:24]2[C:17]3[C:16]([O:15][CH2:14][C:10]4([CH2:9][O:8][CH2:7][C:6]([OH:39])=[O:5])[CH2:11][CH2:12][CH2:13]4)=[N:21][CH:20]=[N:19][C:18]=3[O:22][C:23]=2[C:33]2[CH:38]=[CH:37][CH:36]=[CH:35][CH:34]=2)=[CH:26][CH:27]=1. Given the reactants C([O:5][C:6](=[O:39])[CH2:7][O:8][CH2:9][C:10]1([CH2:14][O:15][C:16]2[C:17]3[C:24]([C:25]4[CH:30]=[CH:29][C:28]([O:31][CH3:32])=[CH:27][CH:26]=4)=[C:23]([C:33]4[CH:38]=[CH:37][CH:36]=[CH:35][CH:34]=4)[O:22][C:18]=3[N:19]=[CH:20][N:21]=2)[CH2:13][CH2:12][CH2:11]1)(C)(C)C.Cl, predict the reaction product. (2) Given the reactants [CH:1]1([CH2:4][N:5]2[C@@H:13]3[C@@:8]([C:15]4[CH:20]=[CH:19][C:18]([O:21][CH3:22])=[C:17]([O:23][CH3:24])[CH:16]=4)([CH2:9][CH2:10][C@@H:11]([NH2:14])[CH2:12]3)[CH2:7][CH2:6]2)[CH2:3][CH2:2]1.[F:25][C:26]1[CH:27]=[C:28]([N:33]=[C:34]=[O:35])[CH:29]=[CH:30][C:31]=1[F:32].[ClH:36], predict the reaction product. The product is: [ClH:36].[CH:1]1([CH2:4][N:5]2[C@@H:13]3[C@@:8]([C:15]4[CH:20]=[CH:19][C:18]([O:21][CH3:22])=[C:17]([O:23][CH3:24])[CH:16]=4)([CH2:9][CH2:10][C@@H:11]([NH:14][C:34]([NH:33][C:28]4[CH:29]=[CH:30][C:31]([F:32])=[C:26]([F:25])[CH:27]=4)=[O:35])[CH2:12]3)[CH2:7][CH2:6]2)[CH2:2][CH2:3]1. (3) Given the reactants C([O:8][C:9]1[CH:10]=[CH:11][C:12]([CH2:15][NH:16][C:17]2[C:22]([Cl:23])=[C:21]([CH3:24])[N:20]=[C:19]([CH3:25])[N:18]=2)=[N:13][CH:14]=1)C1C=CC=CC=1.[BrH:26], predict the reaction product. The product is: [BrH:26].[Cl:23][C:22]1[C:17]([NH:16][CH2:15][C:12]2[N:13]=[CH:14][C:9]([OH:8])=[CH:10][CH:11]=2)=[N:18][C:19]([CH3:25])=[N:20][C:21]=1[CH3:24]. (4) Given the reactants [F:1][C:2]1([F:9])[CH2:5][CH:4]([C:6]([OH:8])=[O:7])[CH2:3]1.[CH3:10][C:11](O)([CH3:13])[CH3:12].C1(N=C=NC2CCCCC2)CCCCC1.CCCCC, predict the reaction product. The product is: [F:1][C:2]1([F:9])[CH2:5][CH:4]([C:6]([O:8][C:11]([CH3:13])([CH3:12])[CH3:10])=[O:7])[CH2:3]1.